From a dataset of NCI-60 drug combinations with 297,098 pairs across 59 cell lines. Regression. Given two drug SMILES strings and cell line genomic features, predict the synergy score measuring deviation from expected non-interaction effect. (1) Drug 1: CN(C)C1=NC(=NC(=N1)N(C)C)N(C)C. Drug 2: CC1=CC=C(C=C1)C2=CC(=NN2C3=CC=C(C=C3)S(=O)(=O)N)C(F)(F)F. Cell line: CCRF-CEM. Synergy scores: CSS=-3.71, Synergy_ZIP=-0.0682, Synergy_Bliss=-8.08, Synergy_Loewe=-25.6, Synergy_HSA=-10.8. (2) Drug 1: CC=C1C(=O)NC(C(=O)OC2CC(=O)NC(C(=O)NC(CSSCCC=C2)C(=O)N1)C(C)C)C(C)C. Drug 2: CCN(CC)CCCC(C)NC1=C2C=C(C=CC2=NC3=C1C=CC(=C3)Cl)OC. Cell line: SR. Synergy scores: CSS=52.0, Synergy_ZIP=-0.224, Synergy_Bliss=-0.221, Synergy_Loewe=-8.20, Synergy_HSA=-1.34. (3) Drug 1: CCN(CC)CCNC(=O)C1=C(NC(=C1C)C=C2C3=C(C=CC(=C3)F)NC2=O)C. Drug 2: CCCCC(=O)OCC(=O)C1(CC(C2=C(C1)C(=C3C(=C2O)C(=O)C4=C(C3=O)C=CC=C4OC)O)OC5CC(C(C(O5)C)O)NC(=O)C(F)(F)F)O. Cell line: NCIH23. Synergy scores: CSS=40.3, Synergy_ZIP=2.62, Synergy_Bliss=4.27, Synergy_Loewe=-2.99, Synergy_HSA=2.71. (4) Drug 1: C1CN1C2=NC(=NC(=N2)N3CC3)N4CC4. Drug 2: C1CCC(CC1)NC(=O)N(CCCl)N=O. Cell line: RPMI-8226. Synergy scores: CSS=44.3, Synergy_ZIP=-6.20, Synergy_Bliss=-5.09, Synergy_Loewe=-3.65, Synergy_HSA=-0.480. (5) Drug 1: CCC1=CC2CC(C3=C(CN(C2)C1)C4=CC=CC=C4N3)(C5=C(C=C6C(=C5)C78CCN9C7C(C=CC9)(C(C(C8N6C)(C(=O)OC)O)OC(=O)C)CC)OC)C(=O)OC.C(C(C(=O)O)O)(C(=O)O)O. Drug 2: CC1=C(C(=O)C2=C(C1=O)N3CC4C(C3(C2COC(=O)N)OC)N4)N. Cell line: SF-539. Synergy scores: CSS=49.4, Synergy_ZIP=-7.98, Synergy_Bliss=-8.31, Synergy_Loewe=-17.9, Synergy_HSA=-6.74.